From a dataset of Peptide-MHC class II binding affinity with 134,281 pairs from IEDB. Regression. Given a peptide amino acid sequence and an MHC pseudo amino acid sequence, predict their binding affinity value. This is MHC class II binding data. (1) The peptide sequence is STIFPFRRLFMVADV. The MHC is DRB1_1101 with pseudo-sequence DRB1_1101. The binding affinity (normalized) is 0.960. (2) The peptide sequence is AFKVAATACNAAPAN. The MHC is HLA-DPA10103-DPB10301 with pseudo-sequence HLA-DPA10103-DPB10301. The binding affinity (normalized) is 0.565. (3) The peptide sequence is IAPAVQTNWQKLETFWAKHM. The MHC is HLA-DQA10501-DQB10301 with pseudo-sequence HLA-DQA10501-DQB10301. The binding affinity (normalized) is 0.143. (4) The peptide sequence is KEKRDDKDLQRLRSL. The MHC is DRB1_0101 with pseudo-sequence DRB1_0101. The binding affinity (normalized) is 0.167. (5) The peptide sequence is TRSAYERMCNILKGK. The MHC is DRB1_0901 with pseudo-sequence DRB1_0901. The binding affinity (normalized) is 0.216. (6) The peptide sequence is AAFNNAIKAGTGGAY. The MHC is HLA-DPA10201-DPB10501 with pseudo-sequence HLA-DPA10201-DPB10501. The binding affinity (normalized) is 0.227.